From a dataset of Forward reaction prediction with 1.9M reactions from USPTO patents (1976-2016). Predict the product of the given reaction. Given the reactants [Br:1][C:2]1[CH:7]=[C:6]([CH3:8])[C:5]([NH:9][C:10]2[N:15]=[C:14](Cl)[N:13]=[C:12]([NH:17][C:18]3[CH:25]=[CH:24][C:21]([C:22]#[N:23])=[CH:20][CH:19]=3)[N:11]=2)=[C:4]([CH3:26])[CH:3]=1.[NH3:27].CC(O)C, predict the reaction product. The product is: [NH2:27][C:14]1[N:15]=[C:10]([NH:9][C:5]2[C:6]([CH3:8])=[CH:7][C:2]([Br:1])=[CH:3][C:4]=2[CH3:26])[N:11]=[C:12]([NH:17][C:18]2[CH:25]=[CH:24][C:21]([C:22]#[N:23])=[CH:20][CH:19]=2)[N:13]=1.